Dataset: Full USPTO retrosynthesis dataset with 1.9M reactions from patents (1976-2016). Task: Predict the reactants needed to synthesize the given product. Given the product [CH2:46]([N:53]1[CH:57]=[C:56]([C:58]2[O:59][C:60]3[C:80]([OH:81])=[C:79]([O:89][CH3:90])[CH:78]=[CH:77][C:61]=3[C:62]=2[C:63]([C:65]2[CH:66]=[C:67]([O:75][CH3:76])[C:68]([O:73][CH3:74])=[C:69]([O:71][CH3:72])[CH:70]=2)=[O:64])[CH:55]=[N:54]1)[C:47]1[CH:52]=[CH:51][CH:50]=[CH:49][CH:48]=1, predict the reactants needed to synthesize it. The reactants are: C(OC1C(OC)=CC=C(I)C=1O)C1C=CC=CC=1.C(N1C=C(C#C)C=N1)C1C=CC=CC=1.COC1C=C(I)C=C(OC)C=1OC.[CH2:46]([N:53]1[CH:57]=[C:56]([C:58]2[O:59][C:60]3[C:80]([O:81]CC4C=CC=CC=4)=[C:79]([O:89][CH3:90])[CH:78]=[CH:77][C:61]=3[C:62]=2[C:63]([C:65]2[CH:70]=[C:69]([O:71][CH3:72])[C:68]([O:73][CH3:74])=[C:67]([O:75][CH3:76])[CH:66]=2)=[O:64])[CH:55]=[N:54]1)[C:47]1[CH:52]=[CH:51][CH:50]=[CH:49][CH:48]=1.